Dataset: Forward reaction prediction with 1.9M reactions from USPTO patents (1976-2016). Task: Predict the product of the given reaction. (1) Given the reactants FC(F)(F)C(=N[Si](C)(C)C)O[Si](C)(C)C.[NH:16]1[CH:23]=[N:22][C:20]([NH2:21])=[N:19][C:17]1=[O:18].C[Si](OS(C(F)(F)F)(=O)=O)(C)C.Cl[C:37]1([O:43][C@H:42]([CH:44](C(C2C=CC(C)=CC=2)=O)[OH:45])[C@@:40](C(C2C=CC(C)=CC=2)=O)([OH:41])[CH2:39]1)O.C[O-].[Na+], predict the reaction product. The product is: [CH2:39]1[C@H:37]([N:16]2[C:17](=[O:18])[N:19]=[C:20]([NH2:21])[N:22]=[CH:23]2)[O:43][C@H:42]([CH2:44][OH:45])[C@H:40]1[OH:41]. (2) The product is: [NH2:1][C:2]1[C:11]2[N:12]=[C:13]([CH2:19][OH:20])[N:14]([CH2:15][CH:16]([CH3:18])[CH3:17])[C:10]=2[C:9]2[N:8]=[CH:7][C:6]([N:23]3[CH2:27][CH2:26][CH2:25][C:24]3=[O:28])=[CH:5][C:4]=2[N:3]=1. Given the reactants [NH2:1][C:2]1[C:11]2[N:12]=[C:13]([CH2:19][O:20]CC)[N:14]([CH2:15][CH:16]([CH3:18])[CH3:17])[C:10]=2[C:9]2[N:8]=[CH:7][C:6]([N:23]3[CH2:27][CH2:26][CH2:25][C:24]3=[O:28])=[CH:5][C:4]=2[N:3]=1.B(Br)(Br)Br.Cl.[OH-].[Na+], predict the reaction product.